From a dataset of CYP3A4 inhibition data for predicting drug metabolism from PubChem BioAssay. Regression/Classification. Given a drug SMILES string, predict its absorption, distribution, metabolism, or excretion properties. Task type varies by dataset: regression for continuous measurements (e.g., permeability, clearance, half-life) or binary classification for categorical outcomes (e.g., BBB penetration, CYP inhibition). Dataset: cyp3a4_veith. The drug is N=C(N)C(N=Nc1ccccc1)C(=N)N. The result is 0 (non-inhibitor).